Dataset: Forward reaction prediction with 1.9M reactions from USPTO patents (1976-2016). Task: Predict the product of the given reaction. (1) Given the reactants [CH3:1][S:2]([C:5]1[CH:14]=[CH:13][C:12]2[C:7](=[CH:8][CH:9]=[C:10]([CH2:15][C:16]3[CH:17]=[C:18]([CH:23]=[CH:24][N:25]=3)[C:19]([O:21]C)=[O:20])[CH:11]=2)[N:6]=1)(=[O:4])=[O:3].O[Li].O.Cl, predict the reaction product. The product is: [CH3:1][S:2]([C:5]1[CH:14]=[CH:13][C:12]2[C:7](=[CH:8][CH:9]=[C:10]([CH2:15][C:16]3[CH:17]=[C:18]([CH:23]=[CH:24][N:25]=3)[C:19]([OH:21])=[O:20])[CH:11]=2)[N:6]=1)(=[O:3])=[O:4]. (2) Given the reactants Cl[C:2]1[CH:7]=[CH:6][N:5]=[CH:4][C:3]=1[N+:8]([O-:10])=[O:9].[CH2:11]([O:13][C:14]1[CH:21]=[CH:20][CH:19]=[CH:18][C:15]=1[CH2:16][OH:17])[CH3:12], predict the reaction product. The product is: [CH2:11]([O:13][C:14]1[CH:21]=[CH:20][CH:19]=[CH:18][C:15]=1[CH2:16][O:17][C:2]1[CH:7]=[CH:6][N:5]=[CH:4][C:3]=1[N+:8]([O-:10])=[O:9])[CH3:12].